The task is: Regression. Given two drug SMILES strings and cell line genomic features, predict the synergy score measuring deviation from expected non-interaction effect.. This data is from NCI-60 drug combinations with 297,098 pairs across 59 cell lines. (1) Drug 1: C1=CN(C(=O)N=C1N)C2C(C(C(O2)CO)O)O.Cl. Drug 2: CC1=C(C(CCC1)(C)C)C=CC(=CC=CC(=CC(=O)O)C)C. Cell line: IGROV1. Synergy scores: CSS=9.34, Synergy_ZIP=-5.50, Synergy_Bliss=-0.574, Synergy_Loewe=-16.1, Synergy_HSA=-0.550. (2) Drug 1: CNC(=O)C1=CC=CC=C1SC2=CC3=C(C=C2)C(=NN3)C=CC4=CC=CC=N4. Drug 2: C1=CC(=CC=C1CCC2=CNC3=C2C(=O)NC(=N3)N)C(=O)NC(CCC(=O)O)C(=O)O. Cell line: IGROV1. Synergy scores: CSS=16.3, Synergy_ZIP=-6.36, Synergy_Bliss=-5.45, Synergy_Loewe=-15.7, Synergy_HSA=-5.34. (3) Drug 1: C1=CC=C(C=C1)NC(=O)CCCCCCC(=O)NO. Drug 2: C#CCC(CC1=CN=C2C(=N1)C(=NC(=N2)N)N)C3=CC=C(C=C3)C(=O)NC(CCC(=O)O)C(=O)O. Cell line: CCRF-CEM. Synergy scores: CSS=66.4, Synergy_ZIP=6.88, Synergy_Bliss=6.10, Synergy_Loewe=-26.0, Synergy_HSA=3.52. (4) Drug 1: CC12CCC3C(C1CCC2=O)CC(=C)C4=CC(=O)C=CC34C. Drug 2: CC1CCC2CC(C(=CC=CC=CC(CC(C(=O)C(C(C(=CC(C(=O)CC(OC(=O)C3CCCCN3C(=O)C(=O)C1(O2)O)C(C)CC4CCC(C(C4)OC)OCCO)C)C)O)OC)C)C)C)OC. Cell line: MDA-MB-435. Synergy scores: CSS=54.4, Synergy_ZIP=-0.372, Synergy_Bliss=1.60, Synergy_Loewe=-0.977, Synergy_HSA=1.60. (5) Drug 1: C1=CC(=CC=C1CCC2=CNC3=C2C(=O)NC(=N3)N)C(=O)NC(CCC(=O)O)C(=O)O. Drug 2: C1=CN(C=N1)CC(O)(P(=O)(O)O)P(=O)(O)O. Cell line: MDA-MB-231. Synergy scores: CSS=4.72, Synergy_ZIP=-7.02, Synergy_Bliss=-10.8, Synergy_Loewe=-13.1, Synergy_HSA=-9.45. (6) Drug 1: CN(C)C1=NC(=NC(=N1)N(C)C)N(C)C. Drug 2: C1CN(P(=O)(OC1)NCCCl)CCCl. Cell line: ACHN. Synergy scores: CSS=-2.47, Synergy_ZIP=1.23, Synergy_Bliss=1.43, Synergy_Loewe=-4.22, Synergy_HSA=-2.64. (7) Drug 2: C1C(C(OC1N2C=NC(=NC2=O)N)CO)O. Cell line: HCT-15. Drug 1: CN1C(=O)N2C=NC(=C2N=N1)C(=O)N. Synergy scores: CSS=3.49, Synergy_ZIP=1.44, Synergy_Bliss=8.48, Synergy_Loewe=-1.25, Synergy_HSA=4.14. (8) Synergy scores: CSS=22.9, Synergy_ZIP=-11.4, Synergy_Bliss=-2.94, Synergy_Loewe=-11.0, Synergy_HSA=-1.58. Drug 1: C1CN1P(=S)(N2CC2)N3CC3. Cell line: SK-OV-3. Drug 2: C1=NC2=C(N1)C(=S)N=CN2. (9) Drug 1: CNC(=O)C1=CC=CC=C1SC2=CC3=C(C=C2)C(=NN3)C=CC4=CC=CC=N4. Drug 2: CC(C)NC(=O)C1=CC=C(C=C1)CNNC.Cl. Cell line: A498. Synergy scores: CSS=0.389, Synergy_ZIP=-2.02, Synergy_Bliss=-1.13, Synergy_Loewe=-5.86, Synergy_HSA=-2.70.